From a dataset of Forward reaction prediction with 1.9M reactions from USPTO patents (1976-2016). Predict the product of the given reaction. Given the reactants C(=O)([O-])[O-].[Cs+].[Cs+].C1(P(C2CCCCC2)C2C=CC=CC=2C2C(OC(C)C)=CC=CC=2OC(C)C)CCCCC1.[F:40][C:41]1[N:46]=[CH:45][N:44]=[C:43]([NH:47][CH2:48][CH2:49][N:50]([CH3:52])[CH3:51])[CH:42]=1.Cl[C:54]1[CH:63]=[CH:62][C:61]2[C:60]3[C:64]4[NH:71][CH2:70][C@@H:69]([CH3:72])[NH:68][C:67](=[O:73])[C:65]=4[S:66][C:59]=3[CH:58]=[CH:57][C:56]=2[N:55]=1, predict the reaction product. The product is: [CH3:51][N:50]([CH3:52])[CH2:49][CH2:48][N:47]([C:43]1[CH:42]=[C:41]([F:40])[N:46]=[CH:45][N:44]=1)[C:54]1[CH:63]=[CH:62][C:61]2[C:60]3[C:64]4[NH:71][CH2:70][C@@H:69]([CH3:72])[NH:68][C:67](=[O:73])[C:65]=4[S:66][C:59]=3[CH:58]=[CH:57][C:56]=2[N:55]=1.